From a dataset of Catalyst prediction with 721,799 reactions and 888 catalyst types from USPTO. Predict which catalyst facilitates the given reaction. Reactant: [Cl:1][C:2]1[CH:7]=[CH:6][N:5]2[CH:8]=[CH:9][N:10]=[C:4]2[CH:3]=1.C1C(=O)N([Br:18])C(=O)C1. Product: [Br:18][C:8]1[N:5]2[CH:6]=[CH:7][C:2]([Cl:1])=[CH:3][C:4]2=[N:10][CH:9]=1. The catalyst class is: 31.